Task: Predict the reaction yield, written as a fraction of the theoretical maximum amount of product (1.0 means a 100% yield; for example, 0.34 means a 34% yield).. Dataset: Reaction yield outcomes from USPTO patents with 853,638 reactions (1) The reactants are C([O:3][C:4]([C:6]1([CH3:20])[CH2:14][C:13]2[C:8](=[C:9]([CH3:18])[C:10]([CH:16]=[CH2:17])=[C:11]([CH3:15])[CH:12]=2)[C:7]1=[O:19])=O)C.[H-].[H-].[H-].[H-].[Li+].[Al+3]. The catalyst is C1COCC1. The product is [OH:3][CH2:4][C:6]1([CH3:20])[CH2:14][C:13]2[C:8](=[C:9]([CH3:18])[C:10]([CH:16]=[CH2:17])=[C:11]([CH3:15])[CH:12]=2)[CH:7]1[OH:19]. The yield is 0.800. (2) The reactants are [Br:1][C:2]1[CH:3]=[C:4]2[C:8](=[CH:9][CH:10]=1)[NH:7][C:6](=[O:11])[CH:5]2[CH3:12].[N+](C1C=C(B(O)O)C=CC=1)([O-])=O.C(=O)([O-])[O-].[K+].[K+].[Cl-].[NH4+]. The catalyst is C(COC)OC.O.C1C=CC([P]([Pd]([P](C2C=CC=CC=2)(C2C=CC=CC=2)C2C=CC=CC=2)([P](C2C=CC=CC=2)(C2C=CC=CC=2)C2C=CC=CC=2)[P](C2C=CC=CC=2)(C2C=CC=CC=2)C2C=CC=CC=2)(C2C=CC=CC=2)C2C=CC=CC=2)=CC=1. The product is [Br:1][C:2]1[CH:10]=[CH:9][C:8]2[C:4](=[C:5]([CH3:12])[C:6](=[O:11])[N:7]=2)[CH:3]=1. The yield is 0.470. (3) The yield is 0.220. The product is [Br:8][C:9]1[CH:10]=[C:11]([N:15]2[C:23]3[CH2:22][CH2:21][N:20]([CH2:36][C:37]([OH:38])([CH3:40])[CH3:39])[CH2:19][C:18]=3[C:17]([C:24]([O:26][CH2:27][CH3:28])=[O:25])=[N:16]2)[CH:12]=[CH:13][CH:14]=1. The catalyst is CC#N. The reactants are FC(F)(F)C(O)=O.[Br:8][C:9]1[CH:10]=[C:11]([N:15]2[C:23]3[CH2:22][CH2:21][NH:20][CH2:19][C:18]=3[C:17]([C:24]([O:26][CH2:27][CH3:28])=[O:25])=[N:16]2)[CH:12]=[CH:13][CH:14]=1.C(N(CC)CC)C.[CH3:36][C:37]1([CH3:40])[CH2:39][O:38]1. (4) The reactants are [NH2:1][C:2]1[CH:3]=[C:4]([SH:8])[CH:5]=[CH:6][CH:7]=1.Cl[C:10]1[CH:15]=[CH:14][C:13]([CH3:16])=[CH:12][C:11]=1[N+:17]([O-:19])=[O:18].C([O-])([O-])=O.[K+].[K+]. The catalyst is CN(C=O)C.O. The product is [CH3:16][C:13]1[CH:14]=[CH:15][C:10]([S:8][C:4]2[CH:3]=[C:2]([NH2:1])[CH:7]=[CH:6][CH:5]=2)=[C:11]([N+:17]([O-:19])=[O:18])[CH:12]=1. The yield is 0.320. (5) The reactants are C1(P(C2C=CC=CC=2)C2C=CC=CC=2)C=CC=CC=1.CCOC(/N=N/C(OCC)=O)=O.[CH2:32]([O:34][C:35](=[O:45])[C:36]1[CH:41]=[CH:40][C:39]([O:42][CH3:43])=[C:38]([OH:44])[CH:37]=1)[CH3:33].[Cl:46][C:47]1[CH:52]=[C:51]([Cl:53])[CH:50]=[CH:49][C:48]=1[CH2:54][CH2:55]O. The catalyst is C1COCC1. The product is [CH2:32]([O:34][C:35](=[O:45])[C:36]1[CH:41]=[CH:40][C:39]([O:42][CH3:43])=[C:38]([O:44][CH2:55][CH2:54][C:48]2[CH:49]=[CH:50][C:51]([Cl:53])=[CH:52][C:47]=2[Cl:46])[CH:37]=1)[CH3:33]. The yield is 0.380. (6) The reactants are [CH2:1]([C:3]([C:21]1[CH:34]=[CH:33][C:24]([CH:25]=[C:26]2[S:30][C:29](=[O:31])[NH:28][C:27]2=[O:32])=[C:23]([CH3:35])[CH:22]=1)([C:6]1[CH:11]=[CH:10][C:9]([O:12][CH2:13][CH:14]([OH:19])[C:15]([CH3:18])([CH3:17])[CH3:16])=[C:8]([CH3:20])[CH:7]=1)[CH2:4][CH3:5])[CH3:2]. The catalyst is CO. The product is [CH2:1]([C:3]([C:21]1[CH:34]=[CH:33][C:24]([CH2:25][CH:26]2[S:30][C:29](=[O:31])[NH:28][C:27]2=[O:32])=[C:23]([CH3:35])[CH:22]=1)([C:6]1[CH:11]=[CH:10][C:9]([O:12][CH2:13][CH:14]([OH:19])[C:15]([CH3:17])([CH3:18])[CH3:16])=[C:8]([CH3:20])[CH:7]=1)[CH2:4][CH3:5])[CH3:2]. The yield is 0.370. (7) The reactants are C([O:8][CH2:9][C:10]1([S:13]([NH:16][C:17]2[C:25]3[O:24][CH:23]=[N:22][C:21]=3[C:20]([F:26])=[C:19]([F:27])[C:18]=2[NH:28][C:29]2[CH:34]=[CH:33][C:32]([I:35])=[CH:31][C:30]=2[F:36])(=[O:15])=[O:14])[CH2:12][CH2:11]1)C1C=CC=CC=1.B(Cl)(Cl)Cl. The catalyst is C(Cl)Cl. The product is [F:26][C:20]1[C:21]2[N:22]=[CH:23][O:24][C:25]=2[C:17]([NH:16][S:13]([C:10]2([CH2:9][OH:8])[CH2:12][CH2:11]2)(=[O:15])=[O:14])=[C:18]([NH:28][C:29]2[CH:34]=[CH:33][C:32]([I:35])=[CH:31][C:30]=2[F:36])[C:19]=1[F:27]. The yield is 0.420. (8) The reactants are [NH2:1][C@@H:2]1[CH2:7][CH2:6][N:5]([C:8]([O:10][C:11]([CH3:14])([CH3:13])[CH3:12])=[O:9])[CH2:4][C@H:3]1[OH:15].[Cl:16][C:17]1[N:18]=[C:19]([C:24](O)=[O:25])[NH:20][C:21]=1[CH2:22][CH3:23].CCN=C=NCCCN(C)C.Cl.C1C=CC2N(O)N=NC=2C=1. No catalyst specified. The product is [Cl:16][C:17]1[N:18]=[C:19]([C:24]([NH:1][C@@H:2]2[CH2:7][CH2:6][N:5]([C:8]([O:10][C:11]([CH3:12])([CH3:14])[CH3:13])=[O:9])[CH2:4][C@H:3]2[OH:15])=[O:25])[NH:20][C:21]=1[CH2:22][CH3:23]. The yield is 0.760.